From a dataset of Full USPTO retrosynthesis dataset with 1.9M reactions from patents (1976-2016). Predict the reactants needed to synthesize the given product. (1) Given the product [F:24][C:20]1[CH:19]=[C:18]([N:13]2[C:12]([C:18]3[CH:23]=[CH:22][CH:21]=[CH:20][CH:19]=3)=[C:11]3[C:15]([CH2:16][CH2:17][NH:8][CH2:9][CH2:10]3)=[N:14]2)[CH:23]=[CH:22][CH:21]=1, predict the reactants needed to synthesize it. The reactants are: C(OC([N:8]1[CH2:17][CH2:16][C:15]2[C:11](=[C:12](OS(C(F)(F)F)(=O)=O)[N:13]([C:18]3[CH:23]=[CH:22][CH:21]=[C:20]([F:24])[CH:19]=3)[N:14]=2)[CH2:10][CH2:9]1)=O)(C)(C)C. (2) Given the product [Cl:1][C:2]1[CH:3]=[C:4]([C:8]2[N:13]=[C:12]3[CH2:14][CH2:15][CH2:16][C:11]3=[C:10]([NH:17][C:18]3[CH:19]=[CH:20][C:21]([C:22]([OH:24])=[O:23])=[CH:26][CH:27]=3)[CH:9]=2)[CH:5]=[CH:6][CH:7]=1, predict the reactants needed to synthesize it. The reactants are: [Cl:1][C:2]1[CH:3]=[C:4]([C:8]2[N:13]=[C:12]3[CH2:14][CH2:15][CH2:16][C:11]3=[C:10]([NH:17][C:18]3[CH:27]=[CH:26][C:21]([C:22]([O:24]C)=[O:23])=[CH:20][CH:19]=3)[CH:9]=2)[CH:5]=[CH:6][CH:7]=1.[Li+].[OH-].O.C1COCC1.Cl. (3) Given the product [N:29]([CH2:12][CH:13]1[CH2:17][C:16]2[CH:18]=[CH:19][CH:20]=[C:21]([C:22]3[CH:27]=[CH:26][C:25]([CH3:28])=[CH:24][CH:23]=3)[C:15]=2[O:14]1)=[N+:30]=[N-:31], predict the reactants needed to synthesize it. The reactants are: CC1C=CC(S(O[CH2:12][CH:13]2[CH2:17][C:16]3[CH:18]=[CH:19][CH:20]=[C:21]([C:22]4[CH:27]=[CH:26][C:25]([CH3:28])=[CH:24][CH:23]=4)[C:15]=3[O:14]2)(=O)=O)=CC=1.[N-:29]=[N+:30]=[N-:31].[Na+].N(CC1CC2C=C(Cl)C=C(C3C=CSC=3)C=2O1)=[N+]=[N-]. (4) The reactants are: [C:1]([O:5][C:6]([NH:8][CH2:9][C:10](ON1C(=O)CCC1=O)=[O:11])=[O:7])([CH3:4])([CH3:3])[CH3:2].[NH:20]1[CH2:24][CH2:23][CH2:22][C@H:21]1[C:25]([NH2:27])=[O:26].CCN(C(C)C)C(C)C. Given the product [C:25]([C@@H:21]1[CH2:22][CH2:23][CH2:24][N:20]1[C:10](=[O:11])[CH2:9][NH:8][C:6](=[O:7])[O:5][C:1]([CH3:2])([CH3:3])[CH3:4])(=[O:26])[NH2:27], predict the reactants needed to synthesize it. (5) Given the product [OH:19][C:13]1[CH:12]=[C:11]2[C:16]([C:7]([O:6][C:5]3[CH:20]=[CH:21][C:2]([NH:1][C:29]([C:26]4[C:25](=[O:32])[N:24]([C:33]5[CH:34]=[CH:35][CH:36]=[CH:37][CH:38]=5)[N:23]([CH3:22])[C:27]=4[CH3:28])=[O:30])=[CH:3][CH:4]=3)=[CH:8][CH:9]=[N:10]2)=[CH:15][C:14]=1[O:17][CH3:18], predict the reactants needed to synthesize it. The reactants are: [NH2:1][C:2]1[CH:21]=[CH:20][C:5]([O:6][C:7]2[C:16]3[C:11](=[CH:12][C:13]([OH:19])=[C:14]([O:17][CH3:18])[CH:15]=3)[N:10]=[CH:9][CH:8]=2)=[CH:4][CH:3]=1.[CH3:22][N:23]1[C:27]([CH3:28])=[C:26]([C:29](O)=[O:30])[C:25](=[O:32])[N:24]1[C:33]1[CH:38]=[CH:37][CH:36]=[CH:35][CH:34]=1.CCN=C=NCCCN(C)C.C1C=NC2N(O)N=NC=2C=1. (6) Given the product [Cl:1][C:2]1[CH:8]=[C:7]([O:9][C:10]2[C:11]3[N:18]([CH3:19])[CH:17]=[CH:16][C:12]=3[N:13]=[CH:14][N:15]=2)[CH:6]=[CH:5][C:3]=1[NH:4][C:39]([NH:38][C:36]1[CH:35]=[CH:34][C:32]2[O:33][C:28]([F:43])([F:27])[O:29][C:30]([F:41])([F:42])[C:31]=2[CH:37]=1)=[O:40], predict the reactants needed to synthesize it. The reactants are: [Cl:1][C:2]1[CH:8]=[C:7]([O:9][C:10]2[C:11]3[N:18]([CH3:19])[CH:17]=[CH:16][C:12]=3[N:13]=[CH:14][N:15]=2)[CH:6]=[CH:5][C:3]=1[NH2:4].C(N(CC)CC)C.[F:27][C:28]1([F:43])[O:33][C:32]2[CH:34]=[CH:35][C:36]([N:38]=[C:39]=[O:40])=[CH:37][C:31]=2[C:30]([F:42])([F:41])[O:29]1. (7) Given the product [CH3:14][C:15]1([CH3:31])[C:19]([CH3:21])([CH3:20])[O:18][B:17]([C:2]2[CH:3]=[C:4]([CH:7]=[C:8]([C:10]([F:13])([F:12])[F:11])[CH:9]=2)[C:5]#[N:6])[O:16]1, predict the reactants needed to synthesize it. The reactants are: Br[C:2]1[CH:3]=[C:4]([CH:7]=[C:8]([C:10]([F:13])([F:12])[F:11])[CH:9]=1)[C:5]#[N:6].[CH3:14][C:15]1([CH3:31])[C:19]([CH3:21])([CH3:20])[O:18][B:17]([B:17]2[O:18][C:19]([CH3:21])([CH3:20])[C:15]([CH3:31])([CH3:14])[O:16]2)[O:16]1.C([O-])(=O)C.[K+].